This data is from Forward reaction prediction with 1.9M reactions from USPTO patents (1976-2016). The task is: Predict the product of the given reaction. (1) Given the reactants [F:1][C:2]1[CH:3]=[C:4]([N+:9]([O-:11])=[O:10])[CH:5]=[CH:6][C:7]=1F.[NH:12]1[CH2:17][CH2:16][CH2:15][CH2:14][CH2:13]1, predict the reaction product. The product is: [F:1][C:2]1[CH:3]=[C:4]([N+:9]([O-:11])=[O:10])[CH:5]=[CH:6][C:7]=1[N:12]1[CH2:17][CH2:16][CH2:15][CH2:14][CH2:13]1. (2) Given the reactants [CH2:1]([O:8][C:9]1[C:18]2[C:13](=[CH:14][C:15]([NH2:19])=[CH:16][CH:17]=2)[CH:12]=[N:11][CH:10]=1)[C:2]1[CH:7]=[CH:6][CH:5]=[CH:4][CH:3]=1.FC(F)(F)S(O[C:26]1[C:34]2[C:29](=[CH:30][N:31]=[CH:32][CH:33]=2)[O:28][C:27]=1[C:35]([O:37][CH2:38][CH3:39])=[O:36])(=O)=O, predict the reaction product. The product is: [CH2:1]([O:8][C:9]1[C:18]2[C:13](=[CH:14][C:15]([NH:19][C:26]3[C:34]4[C:29](=[CH:30][N:31]=[CH:32][CH:33]=4)[O:28][C:27]=3[C:35]([O:37][CH2:38][CH3:39])=[O:36])=[CH:16][CH:17]=2)[CH:12]=[N:11][CH:10]=1)[C:2]1[CH:3]=[CH:4][CH:5]=[CH:6][CH:7]=1. (3) Given the reactants [N:1]1[CH:6]=[CH:5][CH:4]=[CH:3][C:2]=1[NH:7][C:8]1[CH:25]=[CH:24][C:11]([O:12][C:13]2[N:23]=[CH:22][CH:21]=[CH:20][C:14]=2[C:15]([O:17]CC)=[O:16])=[CH:10][CH:9]=1.[OH-].[Li+].CO.O, predict the reaction product. The product is: [N:1]1[CH:6]=[CH:5][CH:4]=[CH:3][C:2]=1[NH:7][C:8]1[CH:9]=[CH:10][C:11]([O:12][C:13]2[N:23]=[CH:22][CH:21]=[CH:20][C:14]=2[C:15]([OH:17])=[O:16])=[CH:24][CH:25]=1. (4) Given the reactants [F:1][C:2]1([F:33])[O:6][C:5]2[CH:7]=[C:8]([OH:32])[C:9]([C:11]3(O)[C:19]4[C:14](=[CH:15][CH:16]=[CH:17][CH:18]=4)[N:13]([CH2:20][C:21]4[O:22][C:23]([C:26]([F:29])([F:28])[F:27])=[CH:24][CH:25]=4)[C:12]3=[O:30])=[CH:10][C:4]=2[O:3]1.C([SiH](CC)CC)C.FC(F)(F)C(O)=O, predict the reaction product. The product is: [F:33][C:2]1([F:1])[O:6][C:5]2[CH:7]=[C:8]([OH:32])[C:9]([CH:11]3[C:19]4[C:14](=[CH:15][CH:16]=[CH:17][CH:18]=4)[N:13]([CH2:20][C:21]4[O:22][C:23]([C:26]([F:28])([F:29])[F:27])=[CH:24][CH:25]=4)[C:12]3=[O:30])=[CH:10][C:4]=2[O:3]1.